This data is from Reaction yield outcomes from USPTO patents with 853,638 reactions. The task is: Predict the reaction yield, written as a fraction of the theoretical maximum amount of product (1.0 means a 100% yield; for example, 0.34 means a 34% yield). (1) The reactants are [CH2:1]([C:8]12[CH2:23][CH2:22][C:21](=[O:24])[CH:20]=[C:9]1[CH2:10][CH2:11][CH2:12][C:13]1[CH:18]=[C:17]([OH:19])[CH:16]=[CH:15][C:14]=12)[C:2]1[CH:7]=[CH:6][CH:5]=[CH:4][CH:3]=1.[H][H]. The catalyst is C1(C)C=CC=CC=1.[OH-].[OH-].[Pd+2]. The product is [CH2:1]([C:8]12[CH2:23][CH2:22][C:21](=[O:24])[CH2:20][CH:9]1[CH2:10][CH2:11][CH2:12][C:13]1[CH:18]=[C:17]([OH:19])[CH:16]=[CH:15][C:14]=12)[C:2]1[CH:3]=[CH:4][CH:5]=[CH:6][CH:7]=1. The yield is 0.820. (2) The reactants are Cl[C:2]1[N:7]=[CH:6][C:5]([C:8]([C:10]2[CH:26]=[CH:25][C:24]([O:27][CH3:28])=[CH:23][C:11]=2[O:12][C:13]([CH3:22])([CH3:21])[C:14]([O:16][C:17]([CH3:20])([CH3:19])[CH3:18])=[O:15])=[O:9])=[CH:4][CH:3]=1.[C:29]1([CH2:35][CH2:36][OH:37])[CH:34]=[CH:33][CH:32]=[CH:31][CH:30]=1.[H-].[Na+].[Cl-].[NH4+]. The catalyst is CN(C)C=O. The product is [CH3:28][O:27][C:24]1[CH:25]=[CH:26][C:10]([C:8]([C:5]2[CH:6]=[N:7][C:2]([O:37][CH2:36][CH2:35][C:29]3[CH:34]=[CH:33][CH:32]=[CH:31][CH:30]=3)=[CH:3][CH:4]=2)=[O:9])=[C:11]([CH:23]=1)[O:12][C:13]([CH3:22])([CH3:21])[C:14]([O:16][C:17]([CH3:20])([CH3:19])[CH3:18])=[O:15]. The yield is 0.460. (3) The reactants are [NH:1]1[CH:5]=[CH:4][CH:3]=[N:2]1.[OH-].[Na+].CN(C)C=O.F[C:14]1[CH:21]=[CH:20][C:17]([C:18]#[N:19])=[CH:16][CH:15]=1. The catalyst is O. The product is [N:1]1([C:14]2[CH:21]=[CH:20][C:17]([C:18]#[N:19])=[CH:16][CH:15]=2)[CH:5]=[CH:4][CH:3]=[N:2]1. The yield is 0.620.